From a dataset of Catalyst prediction with 721,799 reactions and 888 catalyst types from USPTO. Predict which catalyst facilitates the given reaction. (1) Product: [Br:1][C:2]1[C:14]2[C:13]3[CH2:12][CH2:11][N:10]([C:15](=[O:24])[CH:16]([N:37]4[CH2:36][CH2:35][N:34]([C:40]([O:42][C:43]([CH3:46])([CH3:45])[CH3:44])=[O:41])[CH2:39][CH2:38]4)[C:17]4[CH:22]=[CH:21][CH:20]=[CH:19][CH:18]=4)[CH2:9][C:8]=3[CH:7]=[N:6][C:5]=2[NH:4][N:3]=1. The catalyst class is: 12. Reactant: [Br:1][C:2]1[C:14]2[C:13]3[CH2:12][CH2:11][N:10]([C:15](=[O:24])[CH:16](Cl)[C:17]4[CH:22]=[CH:21][CH:20]=[CH:19][CH:18]=4)[CH2:9][C:8]=3[CH:7]=[N:6][C:5]=2[NH:4][N:3]=1.CCN(C(C)C)C(C)C.[N:34]1([C:40]([O:42][C:43]([CH3:46])([CH3:45])[CH3:44])=[O:41])[CH2:39][CH2:38][NH:37][CH2:36][CH2:35]1. (2) Reactant: [CH3:1][N:2]([CH3:42])[C:3](=[O:41])[CH:4]([NH:30][S:31]([C:34]1[CH:39]=[CH:38][C:37]([CH3:40])=[CH:36][CH:35]=1)(=[O:33])=[O:32])[CH2:5][C:6]1[CH:11]=[CH:10][C:9]([C:12]2[CH:17]=[CH:16][C:15]([CH2:18][CH2:19][C:20](=[O:29])[NH:21][O:22]C3C=CC=CC=3)=[CH:14][CH:13]=2)=[CH:8][CH:7]=1.[H][H]. Product: [OH:22][NH:21][C:20]([CH2:19][CH2:18][C:15]1[CH:16]=[CH:17][C:12]([C:9]2[CH:10]=[CH:11][C:6]([CH2:5][CH:4]([NH:30][S:31]([C:34]3[CH:35]=[CH:36][C:37]([CH3:40])=[CH:38][CH:39]=3)(=[O:33])=[O:32])[C:3]([N:2]([CH3:42])[CH3:1])=[O:41])=[CH:7][CH:8]=2)=[CH:13][CH:14]=1)=[O:29]. The catalyst class is: 19. (3) Reactant: [H-].[Al+3].[Li+].[H-].[H-].[H-].[F:7][C:8]1[CH:13]=[C:12]([CH2:14][CH2:15][CH3:16])[CH:11]=[CH:10][C:9]=1[C:17]1[CH:22]=[CH:21][C:20]([C:23](O)=[O:24])=[CH:19][CH:18]=1.Cl.CCOCC. Product: [F:7][C:8]1[CH:13]=[C:12]([CH2:14][CH2:15][CH3:16])[CH:11]=[CH:10][C:9]=1[C:17]1[CH:18]=[CH:19][C:20]([CH2:23][OH:24])=[CH:21][CH:22]=1. The catalyst class is: 1. (4) Reactant: [CH3:1][N:2]1[CH2:11][CH:10]2[CH:5]3[C:6]([C:13]([O:15][CH3:16])=[O:14])=[CH:7][CH:8]([CH2:12][CH:4]3[C:3]1=[O:17])[CH2:9]2. Product: [CH3:1][N:2]1[CH2:11][CH:10]2[CH:5]3[CH:6]([C:13]([O:15][CH3:16])=[O:14])[CH2:7][CH:8]([CH2:12][CH:4]3[C:3]1=[O:17])[CH2:9]2. The catalyst class is: 129. (5) Reactant: C(Cl)(=O)C.[Br:5][C:6]1[CH:11]=[CH:10][C:9]([CH:12](O)[C:13](=[CH2:18])[C:14]([O:16][CH3:17])=[O:15])=[CH:8][CH:7]=1.[CH3:20][C:21]1[CH:26]=[CH:25][C:24]([S:27]([NH2:30])(=[O:29])=[O:28])=[CH:23][CH:22]=1.C([O-])([O-])=O.[K+].[K+]. Product: [Br:5][C:6]1[CH:11]=[CH:10][C:9](/[CH:12]=[C:13](\[CH2:18][NH:30][S:27]([C:24]2[CH:25]=[CH:26][C:21]([CH3:20])=[CH:22][CH:23]=2)(=[O:28])=[O:29])/[C:14]([O:16][CH3:17])=[O:15])=[CH:8][CH:7]=1. The catalyst class is: 49. (6) Reactant: I[C:2]1[CH:3]=[C:4]2[C:8](=[CH:9][CH:10]=1)[NH:7][N:6]=[CH:5]2.[CH:11](O[Na])=[O:12].[C]=O. Product: [NH:7]1[C:8]2[C:4](=[CH:3][C:2]([CH:11]=[O:12])=[CH:10][CH:9]=2)[CH:5]=[N:6]1. The catalyst class is: 510.